From a dataset of Full USPTO retrosynthesis dataset with 1.9M reactions from patents (1976-2016). Predict the reactants needed to synthesize the given product. (1) The reactants are: [CH3:1][O:2][C:3]1[CH:27]=[C:26]([O:28][CH3:29])[CH:25]=[CH:24][C:4]=1[CH2:5][N:6]1[S:10](=[O:12])(=[O:11])[N:9]([CH2:13][C:14]2[CH:22]=[CH:21][C:17]([C:18](Cl)=[O:19])=[CH:16][CH:15]=2)[CH2:8][C:7]1=[O:23].[CH3:30][S:31][C:32]1[CH:39]=[CH:38][C:35]([CH2:36][OH:37])=[CH:34][CH:33]=1. Given the product [CH3:30][S:31][C:32]1[CH:39]=[CH:38][C:35]([CH2:36][O:37][C:18](=[O:19])[C:17]2[CH:21]=[CH:22][C:14]([CH2:13][N:9]3[CH2:8][C:7](=[O:23])[N:6]([CH2:5][C:4]4[CH:24]=[CH:25][C:26]([O:28][CH3:29])=[CH:27][C:3]=4[O:2][CH3:1])[S:10]3(=[O:12])=[O:11])=[CH:15][CH:16]=2)=[CH:34][CH:33]=1, predict the reactants needed to synthesize it. (2) Given the product [CH3:1][O:2][C:3]1[CH:8]=[CH:7][C:6]([O:9][C:17](=[O:19])[CH3:18])=[CH:5][CH:4]=1, predict the reactants needed to synthesize it. The reactants are: [CH3:1][O:2][C:3]1[CH:8]=[CH:7][C:6]([OH:9])=[CH:5][CH:4]=1.C(N(CC)CC)C.[C:17](Cl)(=[O:19])[CH3:18].O. (3) Given the product [CH3:36][C:35]1[C:30]([N:27]2[CH2:26][CH2:25][N:24]([C:22]([C:11]3[CH:12]=[CH:13][C:14]([N:16]4[CH2:20][CH2:19][CH2:18][C:17]4=[O:21])=[CH:15][C:10]=3[C:9]([N:8]3[CH2:39][CH2:50][O:49][CH2:48][CH2:47]3)=[O:38])=[O:23])[CH2:29][CH2:28]2)=[N:31][CH:32]=[C:33]([CH3:37])[CH:34]=1, predict the reactants needed to synthesize it. The reactants are: C(OC([N:8]([C:39](OC(C)(C)C)=O)[C:9](=[O:38])[C:10]1[CH:15]=[C:14]([N:16]2[CH2:20][CH2:19][CH2:18][C:17]2=[O:21])[CH:13]=[CH:12][C:11]=1[C:22]([N:24]1[CH2:29][CH2:28][N:27]([C:30]2[C:35]([CH3:36])=[CH:34][C:33]([CH3:37])=[CH:32][N:31]=2)[CH2:26][CH2:25]1)=[O:23])=O)(C)(C)C.N1C[CH2:50][O:49][CH2:48][CH2:47]1. (4) Given the product [CH2:1]([O:6][C:7]1[CH:8]=[CH:9][C:10]([C:13]2[O:17][N:16]=[C:15]([C:18]3[CH:19]=[CH:20][C:21]([C:22]([O:24][N:33]4[C:37]5[CH:38]=[CH:39][CH:40]=[CH:41][C:36]=5[N:35]=[N:34]4)=[O:23])=[CH:25][CH:26]=3)[CH:14]=2)=[CH:11][CH:12]=1)[CH2:2][CH2:3][CH2:4][CH3:5], predict the reactants needed to synthesize it. The reactants are: [CH2:1]([O:6][C:7]1[CH:12]=[CH:11][C:10]([C:13]2[O:17][N:16]=[C:15]([C:18]3[CH:26]=[CH:25][C:21]([C:22]([OH:24])=[O:23])=[CH:20][CH:19]=3)[CH:14]=2)=[CH:9][CH:8]=1)[CH2:2][CH2:3][CH2:4][CH3:5].O1CCCC1.O[N:33]1[C:37]2[CH:38]=[CH:39][CH:40]=[CH:41][C:36]=2[N:35]=[N:34]1.Cl.C(N=C=NCCCN(C)C)C. (5) Given the product [F:23][C:20]([F:21])([F:22])[C:17]1[CH:18]=[CH:19][C:14]([CH2:13][N:10]2[CH:11]=[CH:12][C:8]3[S:7][CH:6]=[C:5]([C:3]([OH:4])=[O:2])[C:9]2=3)=[CH:15][CH:16]=1, predict the reactants needed to synthesize it. The reactants are: C[O:2][C:3]([C:5]1[C:9]2[N:10]([CH2:13][C:14]3[CH:19]=[CH:18][C:17]([C:20]([F:23])([F:22])[F:21])=[CH:16][CH:15]=3)[CH:11]=[CH:12][C:8]=2[S:7][CH:6]=1)=[O:4].CO.O.[Li+].[OH-]. (6) Given the product [O:12]([C:19]1[CH:20]=[CH:21][C:22]([CH2:23][NH:24][C:4](=[O:6])[C:3]2[CH:7]=[CH:8][C:9]([CH3:11])=[N:10][C:2]=2[Cl:1])=[CH:25][CH:26]=1)[C:13]1[CH:18]=[CH:17][CH:16]=[CH:15][CH:14]=1, predict the reactants needed to synthesize it. The reactants are: [Cl:1][C:2]1[N:10]=[C:9]([CH3:11])[CH:8]=[CH:7][C:3]=1[C:4]([OH:6])=O.[O:12]([C:19]1[CH:26]=[CH:25][C:22]([CH2:23][NH2:24])=[CH:21][CH:20]=1)[C:13]1[CH:18]=[CH:17][CH:16]=[CH:15][CH:14]=1.CCN=C=NCCCN(C)C.CN(C=O)C. (7) Given the product [C:23]([O:22][C:20]([NH:1][C@@H:2]([C:6]1[CH:11]=[CH:10][C:9]([OH:12])=[CH:8][CH:7]=1)[C:3]([OH:5])=[O:4])=[O:21])([CH3:26])([CH3:25])[CH3:24], predict the reactants needed to synthesize it. The reactants are: [NH2:1][C@@H:2]([C:6]1[CH:11]=[CH:10][C:9]([OH:12])=[CH:8][CH:7]=1)[C:3]([OH:5])=[O:4].CCN(CC)CC.[C:20](O[C:20]([O:22][C:23]([CH3:26])([CH3:25])[CH3:24])=[O:21])([O:22][C:23]([CH3:26])([CH3:25])[CH3:24])=[O:21]. (8) Given the product [CH2:1]([CH:3]1[O:8][C:7]2[CH:9]=[CH:10][CH:11]=[CH:12][C:6]=2[N:5]([CH2:17][C:18]([OH:20])=[O:19])[C:4]1=[O:13])[CH3:2], predict the reactants needed to synthesize it. The reactants are: [CH2:1]([CH:3]1[O:8][C:7]2[CH:9]=[CH:10][CH:11]=[CH:12][C:6]=2[NH:5][C:4]1=[O:13])[CH3:2].[H-].[Na+].Br[CH2:17][C:18]([O:20]CC)=[O:19]. (9) Given the product [Cl:1][C:2]1[CH:10]=[CH:9][CH:8]=[C:7]([Cl:11])[C:3]=1[C:4]1[C:23]([CH2:24][OH:25])=[C:22]([C@@H:21]([CH3:20])[CH2:30][CH3:31])[O:6][N:5]=1, predict the reactants needed to synthesize it. The reactants are: [Cl:1][C:2]1[CH:10]=[CH:9][CH:8]=[C:7]([Cl:11])[C:3]=1[CH:4]=[N:5][OH:6].ClN1C(=O)CCC1=O.[CH3:20][CH:21]([CH2:30][CH3:31])[C:22](=O)[CH2:23][C:24](OCC)=[O:25].[O-]CC.[Na+].[H-].C([Al+]CC(C)C)C(C)C.C1(C)C=CC=CC=1.[C@H](O)(C([O-])=O)[C@@H](O)C([O-])=O.[Na+].[K+].